From a dataset of Full USPTO retrosynthesis dataset with 1.9M reactions from patents (1976-2016). Predict the reactants needed to synthesize the given product. (1) The reactants are: [Cl:1][C:2]1[CH:7]=[CH:6][C:5]([C:8]2[C:18]([CH2:19][C:20]3[N:25]=[C:24]([C:26]([O:28]C)=[O:27])[CH:23]=[CH:22][CH:21]=3)=[C:11]3[CH:12]=[CH:13][C:14]([O:16][CH3:17])=[CH:15][N:10]3[N:9]=2)=[CH:4][CH:3]=1.[OH-].[Na+].Cl. Given the product [Cl:1][C:2]1[CH:7]=[CH:6][C:5]([C:8]2[C:18]([CH2:19][C:20]3[N:25]=[C:24]([C:26]([OH:28])=[O:27])[CH:23]=[CH:22][CH:21]=3)=[C:11]3[CH:12]=[CH:13][C:14]([O:16][CH3:17])=[CH:15][N:10]3[N:9]=2)=[CH:4][CH:3]=1, predict the reactants needed to synthesize it. (2) Given the product [Br:10][C:11]1[CH:12]=[CH:13][C:14]([O:7][CH:1]2[CH2:6][CH2:5][CH2:4][CH2:3][CH2:2]2)=[N:15][CH:16]=1, predict the reactants needed to synthesize it. The reactants are: [CH:1]1([OH:7])[CH2:6][CH2:5][CH2:4][CH2:3][CH2:2]1.[H-].[Na+].[Br:10][C:11]1[CH:12]=[CH:13][C:14](Cl)=[N:15][CH:16]=1. (3) Given the product [F:1][C:2]1[CH:3]=[CH:4][C:5]([N:8]2[C:12]([CH3:13])=[C:11]([NH:14][C:26](=[O:27])[CH:25]([N:17]3[CH:18]=[C:19]([C:21]([F:22])([F:24])[F:23])[N:20]=[C:16]3[CH3:15])[CH3:29])[CH:10]=[N:9]2)=[CH:6][CH:7]=1, predict the reactants needed to synthesize it. The reactants are: [F:1][C:2]1[CH:7]=[CH:6][C:5]([N:8]2[C:12]([CH3:13])=[C:11]([NH2:14])[CH:10]=[N:9]2)=[CH:4][CH:3]=1.[CH3:15][C:16]1[N:17]([CH:25]([CH3:29])[C:26](O)=[O:27])[CH:18]=[C:19]([C:21]([F:24])([F:23])[F:22])[N:20]=1.C(N(C(C)C)CC)(C)C.CN(C(ON1N=NC2C=CC=NC1=2)=[N+](C)C)C.F[P-](F)(F)(F)(F)F. (4) Given the product [CH3:1][O:2][C:3](=[O:12])[C:4]1[CH:9]=[C:8]([N:13]2[CH2:17][CH2:16][CH2:15][C:14]2=[O:18])[CH:7]=[C:6]([N:13]2[CH2:14][CH2:15][CH2:16][C:19]2=[O:22])[CH:5]=1, predict the reactants needed to synthesize it. The reactants are: [CH3:1][O:2][C:3](=[O:12])[C:4]1[CH:9]=[C:8](I)[CH:7]=[C:6](Br)[CH:5]=1.[NH:13]1[CH2:17][CH2:16][CH2:15][C:14]1=[O:18].[C:19]([O-:22])([O-])=O.[Cs+].[Cs+]. (5) Given the product [CH2:27]([O:26][C@@H:4]([CH2:5][C:6]1[CH:11]=[CH:10][C:9]([O:12][CH2:13][C:14]2[N:15]=[C:16]([C:19]3[CH:20]=[CH:21][CH:22]=[CH:23][CH:24]=3)[O:17][CH:18]=2)=[CH:8][C:7]=1[CH3:25])[C:3]([OH:29])=[O:2])[CH3:28], predict the reactants needed to synthesize it. The reactants are: C[O:2][C:3](=[O:29])[C@@H:4]([O:26][CH2:27][CH3:28])[CH2:5][C:6]1[CH:11]=[CH:10][C:9]([O:12][CH2:13][C:14]2[N:15]=[C:16]([C:19]3[CH:24]=[CH:23][CH:22]=[CH:21][CH:20]=3)[O:17][CH:18]=2)=[CH:8][C:7]=1[CH3:25].[Li+].[OH-]. (6) Given the product [CH:25]1([CH:28]=[N:1][N:2]2[C:7](=[O:8])[C:6]([C:9]3[NH:14][C:13]4[CH:15]=[CH:16][CH:17]=[CH:18][C:12]=4[S:11](=[O:20])(=[O:19])[N:10]=3)=[C:5]([OH:21])[C:4]3[S:22][CH:23]=[CH:24][C:3]2=3)[CH2:27][CH2:26]1, predict the reactants needed to synthesize it. The reactants are: [NH2:1][N:2]1[C:7](=[O:8])[C:6]([C:9]2[NH:14][C:13]3[CH:15]=[CH:16][CH:17]=[CH:18][C:12]=3[S:11](=[O:20])(=[O:19])[N:10]=2)=[C:5]([OH:21])[C:4]2[S:22][CH:23]=[CH:24][C:3]1=2.[CH:25]1([CH:28]=O)[CH2:27][CH2:26]1.